Dataset: Reaction yield outcomes from USPTO patents with 853,638 reactions. Task: Predict the reaction yield, written as a fraction of the theoretical maximum amount of product (1.0 means a 100% yield; for example, 0.34 means a 34% yield). (1) The reactants are [I:1][C:2]1[CH:3]=[C:4](N)[CH:5]=[CH:6][C:7]=1[CH3:8].[BrH:10].N([O-])=O.[Na+]. The catalyst is O.[Cu](Br)Br. The product is [Br:10][C:4]1[CH:5]=[CH:6][C:7]([CH3:8])=[C:2]([I:1])[CH:3]=1. The yield is 0.710. (2) The reactants are [F:1][C:2]([F:26])([F:25])[C:3]1[CH:8]=[CH:7][C:6]([N:9]2[CH:13]=[N:12][C:11]([C:14]3[CH:19]=[CH:18][C:17]([C:20]#[C:21][CH2:22][CH2:23][OH:24])=[CH:16][CH:15]=3)=[N:10]2)=[CH:5][CH:4]=1. The catalyst is [Pd].C(OCC)(=O)C. The product is [F:26][C:2]([F:1])([F:25])[C:3]1[CH:8]=[CH:7][C:6]([N:9]2[CH:13]=[N:12][C:11]([C:14]3[CH:19]=[CH:18][C:17]([CH2:20][CH2:21][CH2:22][CH2:23][OH:24])=[CH:16][CH:15]=3)=[N:10]2)=[CH:5][CH:4]=1. The yield is 1.04. (3) The reactants are Br[C:2]1[CH:3]=[C:4]([CH:13]=[CH:14][CH:15]=1)[C:5]([C:7]1[CH:12]=[CH:11][CH:10]=[CH:9][CH:8]=1)=[O:6].C(N(CC)CC)C.C1(C)C=CC=CC=1.[C:30]([O:34][CH3:35])(=[O:33])[CH:31]=[CH2:32]. The catalyst is C([O-])(=O)C.[Pd+2].C([O-])(=O)C.C1(C)C=CC=CC=1P(C1C=CC=CC=1C)C1C=CC=CC=1C.O. The product is [C:5]([C:4]1[CH:3]=[C:2]([CH:15]=[CH:14][CH:13]=1)[CH:32]=[CH:31][C:30]([O:34][CH3:35])=[O:33])(=[O:6])[C:7]1[CH:8]=[CH:9][CH:10]=[CH:11][CH:12]=1. The yield is 0.910. (4) The reactants are [CH2:1]([O:8][C:9]1[CH:37]=[CH:36][CH:35]=[CH:34][C:10]=1[O:11][CH2:12][CH2:13][N:14]1[C:22]2[C:17](=[CH:18][CH:19]=[C:20]([C:23]([O:25][CH3:26])=[O:24])[CH:21]=2)[C:16]([CH:27]2[CH2:32][CH2:31][CH2:30][CH2:29][CH2:28]2)=[C:15]1Br)[C:2]1[CH:7]=[CH:6][CH:5]=[CH:4][CH:3]=1.C([O-])(=O)C.[K+]. The catalyst is CN(C)C(=O)C.C1C=CC([P]([Pd]([P](C2C=CC=CC=2)(C2C=CC=CC=2)C2C=CC=CC=2)([P](C2C=CC=CC=2)(C2C=CC=CC=2)C2C=CC=CC=2)[P](C2C=CC=CC=2)(C2C=CC=CC=2)C2C=CC=CC=2)(C2C=CC=CC=2)C2C=CC=CC=2)=CC=1. The product is [CH2:1]([O:8][C:9]1[C:10]2[O:11][CH2:12][CH2:13][N:14]3[C:15](=[C:16]([CH:27]4[CH2:32][CH2:31][CH2:30][CH2:29][CH2:28]4)[C:17]4[CH:18]=[CH:19][C:20]([C:23]([O:25][CH3:26])=[O:24])=[CH:21][C:22]=43)[C:34]=2[CH:35]=[CH:36][CH:37]=1)[C:2]1[CH:7]=[CH:6][CH:5]=[CH:4][CH:3]=1. The yield is 0.340. (5) The reactants are Cl[C:2]([O:4][CH2:5][CH2:6][Cl:7])=[O:3].C[S:9][C:10]1[CH:15]=[CH:14][C:13](O)=[CH:12][CH:11]=1.N1C=CC=C[CH:18]=1. The catalyst is ClCCl. The product is [Cl:7][CH2:6][CH2:5][O:4][C:2]([S:9][C:10]1[CH:15]=[CH:14][C:13]([CH3:18])=[CH:12][CH:11]=1)=[O:3]. The yield is 1.00.